This data is from Catalyst prediction with 721,799 reactions and 888 catalyst types from USPTO. The task is: Predict which catalyst facilitates the given reaction. (1) Reactant: Cl[C:2]1[CH:3]=[CH:4][C:5]2[C:14]3[C:9](=[CH:10][N:11]=[CH:12][CH:13]=3)[C:8](=[O:15])[N:7]([CH3:16])[C:6]=2[CH:17]=1.C(=O)([O-])[O-].[Cs+].[Cs+].[C:24]([NH:31][C@H:32]([CH2:37][OH:38])[CH2:33][CH:34]([CH3:36])[CH3:35])([O:26][C:27]([CH3:30])([CH3:29])[CH3:28])=[O:25]. Product: [CH3:35][CH:34]([CH3:36])[CH2:33][C@H:32]([NH:31][C:24](=[O:25])[O:26][C:27]([CH3:30])([CH3:29])[CH3:28])[CH2:37][O:38][C:2]1[CH:3]=[CH:4][C:5]2[C:14]3[C:9](=[CH:10][N:11]=[CH:12][CH:13]=3)[C:8](=[O:15])[N:7]([CH3:16])[C:6]=2[CH:17]=1. The catalyst class is: 164. (2) Reactant: [Cl:1][C:2]1[CH:7]=[CH:6][C:5](/[CH:8]=[CH:9]/[C:10]([N:12]2[CH2:17][CH2:16][CH:15]([CH2:18][CH2:19][NH:20][CH3:21])[CH2:14][CH2:13]2)=[O:11])=[C:4]([CH2:22][N:23]2[N:27]=[N:26][C:25]([CH3:28])=[N:24]2)[CH:3]=1.CCN(C(C)C)C(C)C.[O:38]=[C:39]1[NH:43][CH:42]=[C:41]([C:44]([OH:46])=O)[O:40]1.C(P1(=O)OP(CCC)(=O)OP(CCC)(=O)O1)CC.CCOC(C)=O. Product: [Cl:1][C:2]1[CH:7]=[CH:6][C:5](/[CH:8]=[CH:9]/[C:10]([N:12]2[CH2:13][CH2:14][CH:15]([CH2:18][CH2:19][N:20]([CH3:21])[C:44]([C:41]3[O:40][C:39](=[O:38])[NH:43][CH:42]=3)=[O:46])[CH2:16][CH2:17]2)=[O:11])=[C:4]([CH2:22][N:23]2[N:27]=[N:26][C:25]([CH3:28])=[N:24]2)[CH:3]=1. The catalyst class is: 18. (3) Reactant: COC1C=C(OC)C=CC=1C[N:6]1[C:11]([C:12]2[S:13][C:14]([N:17]([CH3:19])[CH3:18])=[CH:15][CH:16]=2)=[C:10]([CH2:20][CH3:21])[C:9]([OH:22])=[C:8]([C:23]([O:25][CH3:26])=[O:24])[C:7]1=[O:27].C1(OC)C=CC=CC=1.C(O)(C(F)(F)F)=O. Product: [CH3:19][N:17]([CH3:18])[C:14]1[S:13][C:12]([C:11]2[NH:6][C:7](=[O:27])[C:8]([C:23]([O:25][CH3:26])=[O:24])=[C:9]([OH:22])[C:10]=2[CH2:20][CH3:21])=[CH:16][CH:15]=1. The catalyst class is: 2. (4) Reactant: [C:1]([O:5][C:6]([NH:8][CH2:9][C:10]([OH:12])=O)=[O:7])([CH3:4])([CH3:3])[CH3:2].CN(C(ON1N=NC2C=CC=NC1=2)=[N+](C)C)C.F[P-](F)(F)(F)(F)F.C(N(C(C)C)CC)(C)C.[NH:46]1[CH2:51][CH2:50][CH2:49][C@@H:48]([NH:52][C:53]2[CH:58]=[N:57][CH:56]=[C:55]([C:59]3[CH:60]=[N:61][N:62]4[CH:67]=[CH:66][CH:65]=[CH:64][C:63]=34)[N:54]=2)[CH2:47]1. Product: [O:12]=[C:10]([N:46]1[CH2:51][CH2:50][CH2:49][C@@H:48]([NH:52][C:53]2[CH:58]=[N:57][CH:56]=[C:55]([C:59]3[CH:60]=[N:61][N:62]4[CH:67]=[CH:66][CH:65]=[CH:64][C:63]=34)[N:54]=2)[CH2:47]1)[CH2:9][NH:8][C:6](=[O:7])[O:5][C:1]([CH3:2])([CH3:3])[CH3:4]. The catalyst class is: 3. (5) Reactant: [CH3:1][C:2]1([CH3:21])[CH2:11][CH2:10][C:9]([CH3:13])([CH3:12])[C:8]2[CH:7]=[C:6]([C:14]3[CH:15]=[C:16]([CH:19]=[O:20])[NH:17][CH:18]=3)[CH:5]=[CH:4][C:3]1=2.[CH2:22]1COCC1.[H-].[Na+].IC. Product: [CH3:22][N:17]1[CH:18]=[C:14]([C:6]2[CH:5]=[CH:4][C:3]3[C:2]([CH3:21])([CH3:1])[CH2:11][CH2:10][C:9]([CH3:12])([CH3:13])[C:8]=3[CH:7]=2)[CH:15]=[C:16]1[CH:19]=[O:20]. The catalyst class is: 6. (6) Product: [CH2:13]([O:12][C:3]1[C:2]([CH:20]=[O:21])=[C:7]([C:8]([F:11])([F:10])[F:9])[N:6]=[CH:5][N:4]=1)[CH3:14]. Reactant: Br[C:2]1[C:3]([O:12][CH2:13][CH3:14])=[N:4][CH:5]=[N:6][C:7]=1[C:8]([F:11])([F:10])[F:9].C([Li])CCC.[CH:20](OC)=[O:21].[Cl-].[NH4+]. The catalyst class is: 188.